This data is from Reaction yield outcomes from USPTO patents with 853,638 reactions. The task is: Predict the reaction yield, written as a fraction of the theoretical maximum amount of product (1.0 means a 100% yield; for example, 0.34 means a 34% yield). (1) The reactants are [CH3:1][O:2][C:3]1[CH:12]=[C:11]([O:13][CH3:14])[CH:10]=[C:9]2[C:4]=1[C:5](=[O:36])[NH:6][C:7]([C:15]1[N:20]=[C:19]([C:21]3[CH:31]=[CH:30][C:24]([C:25]([N:27]([CH3:29])[CH3:28])=[O:26])=[CH:23][CH:22]=3)[C:18]([O:32][CH2:33][CH2:34]O)=[CH:17][CH:16]=1)=[N:8]2.P(Br)(Br)[Br:38]. The catalyst is CN(C=O)C. The product is [Br:38][CH2:34][CH2:33][O:32][C:18]1[C:19]([C:21]2[CH:22]=[CH:23][C:24]([C:25]([N:27]([CH3:29])[CH3:28])=[O:26])=[CH:30][CH:31]=2)=[N:20][C:15]([C:7]2[NH:6][C:5](=[O:36])[C:4]3[C:9](=[CH:10][C:11]([O:13][CH3:14])=[CH:12][C:3]=3[O:2][CH3:1])[N:8]=2)=[CH:16][CH:17]=1. The yield is 0.900. (2) The reactants are [CH2:1]([C:8]1[N:9]=[N:10][C:11]([C:16]2[CH2:17][CH2:18][NH:19][CH2:20][CH:21]=2)=[C:12]([CH3:15])[C:13]=1[CH3:14])[C:2]1[CH:7]=[CH:6][CH:5]=[CH:4][CH:3]=1.[CH3:22][O:23][C:24]([C:26]1[CH:31]=[N:30][C:29](Cl)=[CH:28][N:27]=1)=[O:25]. The catalyst is O1CCOCC1. The product is [CH2:1]([C:8]1[N:9]=[N:10][C:11]([C:16]2[CH2:17][CH2:18][N:19]([C:29]3[N:30]=[CH:31][C:26]([C:24]([O:23][CH3:22])=[O:25])=[N:27][CH:28]=3)[CH2:20][CH:21]=2)=[C:12]([CH3:15])[C:13]=1[CH3:14])[C:2]1[CH:7]=[CH:6][CH:5]=[CH:4][CH:3]=1. The yield is 0.300. (3) The reactants are [CH3:1][C:2]1[CH:11]=[CH:10][C:9]2[C:4](=[CH:5][CH:6]=[C:7]([C:12]([OH:14])=O)[CH:8]=2)[N:3]=1.CN(C(ON1N=NC2C=CC=NC1=2)=[N+](C)C)C.F[P-](F)(F)(F)(F)F.[NH2:39][CH2:40][CH:41]([OH:53])[CH2:42][N:43]1[CH2:52][CH2:51][C:50]2[C:45](=[CH:46][CH:47]=[CH:48][CH:49]=2)[CH2:44]1. The catalyst is C(Cl)Cl. The product is [CH2:44]1[C:45]2[C:50](=[CH:49][CH:48]=[CH:47][CH:46]=2)[CH2:51][CH2:52][N:43]1[CH2:42][CH:41]([OH:53])[CH2:40][NH:39][C:12]([C:7]1[CH:8]=[C:9]2[C:4](=[CH:5][CH:6]=1)[N:3]=[C:2]([CH3:1])[CH:11]=[CH:10]2)=[O:14]. The yield is 0.530. (4) The reactants are [CH2:1]([O:8][C:9]1[CH:10]=[C:11]([Br:19])[C:12]2[S:16][C:15]([NH2:17])=[N:14][C:13]=2[CH:18]=1)[C:2]1[CH:7]=[CH:6][CH:5]=[CH:4][CH:3]=1.[CH2:20]([N:22]=[C:23]=[O:24])[CH3:21]. The catalyst is O1CCOCC1. The product is [CH2:1]([O:8][C:9]1[CH:10]=[C:11]([Br:19])[C:12]2[S:16][C:15]([NH:17][C:23]([NH:22][CH2:20][CH3:21])=[O:24])=[N:14][C:13]=2[CH:18]=1)[C:2]1[CH:3]=[CH:4][CH:5]=[CH:6][CH:7]=1. The yield is 0.750. (5) The reactants are [C:1]([NH:11][CH2:12][CH2:13][CH2:14][CH2:15][C:16]1[CH:21]=[CH:20][C:19]([OH:22])=[CH:18][CH:17]=1)([O:3][CH2:4][C:5]1[CH:10]=[CH:9][CH:8]=[CH:7][CH:6]=1)=[O:2].[H-].[Na+].[CH3:25][O:26][CH2:27][CH2:28]Br. The product is [C:1]([NH:11][CH2:12][CH2:13][CH2:14][CH2:15][C:16]1[CH:21]=[CH:20][C:19]([O:22][CH2:28][CH2:27][O:26][CH3:25])=[CH:18][CH:17]=1)([O:3][CH2:4][C:5]1[CH:6]=[CH:7][CH:8]=[CH:9][CH:10]=1)=[O:2]. The yield is 0.640. The catalyst is C1COCC1.[I-].C([N+](CCCC)(CCCC)CCCC)CCC. (6) The reactants are Br[C:2]1[CH:7]=[CH:6][C:5]([N+:8]([O-:10])=[O:9])=[CH:4][N:3]=1.[N:11]1([C:17]([O:19][C:20]([CH3:23])([CH3:22])[CH3:21])=[O:18])[CH2:16][CH2:15][NH:14][CH2:13][CH2:12]1. The catalyst is C(#N)C. The product is [N+:8]([C:5]1[CH:6]=[CH:7][C:2]([N:14]2[CH2:13][CH2:12][N:11]([C:17]([O:19][C:20]([CH3:23])([CH3:22])[CH3:21])=[O:18])[CH2:16][CH2:15]2)=[N:3][CH:4]=1)([O-:10])=[O:9]. The yield is 0.540. (7) The reactants are [OH:1][C:2]1[CH:3]=[C:4]([C:20]([NH:22][CH2:23][C:24]2[CH:29]=[CH:28][C:27]([S:30]([CH:33]([CH3:35])[CH3:34])(=[O:32])=[O:31])=[CH:26][CH:25]=2)=[O:21])[C:5](=[O:19])[N:6]([C:9]2[CH:14]=[CH:13][CH:12]=[C:11]([C:15]([F:18])([F:17])[F:16])[CH:10]=2)[C:7]=1[CH3:8].[Br:36][CH2:37][CH2:38][CH2:39]Br. The catalyst is CN(C=O)C. The product is [Br:36][CH2:37][CH2:38][CH2:39][O:1][C:2]1[CH:3]=[C:4]([C:20]([NH:22][CH2:23][C:24]2[CH:25]=[CH:26][C:27]([S:30]([CH:33]([CH3:35])[CH3:34])(=[O:31])=[O:32])=[CH:28][CH:29]=2)=[O:21])[C:5](=[O:19])[N:6]([C:9]2[CH:14]=[CH:13][CH:12]=[C:11]([C:15]([F:16])([F:18])[F:17])[CH:10]=2)[C:7]=1[CH3:8]. The yield is 0.160. (8) The reactants are [O:1]=[C:2]1[N:6]2[CH2:7][CH2:8][N:9]([C:11]([O:13][C:14]([CH3:17])([CH3:16])[CH3:15])=[O:12])[CH2:10][CH:5]2[CH2:4][CH2:3]1.C[Si]([N-][Si](C)(C)C)(C)C.[Li+].C1(C2[O:36]N2S(C2C=CC=CC=2)(=O)=O)C=CC=CC=1.[NH4+].[Cl-]. The catalyst is O1CCCC1. The product is [OH:36][CH:3]1[C:2](=[O:1])[N:6]2[CH2:7][CH2:8][N:9]([C:11]([O:13][C:14]([CH3:17])([CH3:16])[CH3:15])=[O:12])[CH2:10][CH:5]2[CH2:4]1. The yield is 0.420. (9) The reactants are [Cl:1][C:2]1[CH:7]=[CH:6][C:5]([S:8]([N:11]([CH2:22][C:23]2[CH:28]=[CH:27][C:26]([C:29]#[N:30])=[CH:25][C:24]=2[F:31])[C@H:12]([CH2:16][CH2:17][C:18]([F:21])([F:20])[F:19])[C:13]([NH2:15])=[O:14])(=[O:10])=[O:9])=[CH:4][CH:3]=1.CO.[NH2:34][OH:35]. The catalyst is O. The product is [Cl:1][C:2]1[CH:3]=[CH:4][C:5]([S:8]([N:11]([C@H:12]([CH2:16][CH2:17][C:18]([F:21])([F:20])[F:19])[C:13]([NH2:15])=[O:14])[CH2:22][C:23]2[CH:28]=[CH:27][C:26]([C:29](=[N:34][OH:35])[NH2:30])=[CH:25][C:24]=2[F:31])(=[O:9])=[O:10])=[CH:6][CH:7]=1. The yield is 0.960.